From a dataset of Catalyst prediction with 721,799 reactions and 888 catalyst types from USPTO. Predict which catalyst facilitates the given reaction. (1) Reactant: C[O:2][C:3](=[O:23])[CH:4]([N:11]1[C:19]2[C:14](=[CH:15][CH:16]=[C:17]([CH3:20])[CH:18]=2)[C:13](=[O:21])[C:12]1=[O:22])[CH2:5][CH:6]1[CH2:10][CH2:9][CH2:8][CH2:7]1.O.[OH-].[Li+]. Product: [CH:6]1([CH2:5][CH:4]([N:11]2[C:19]3[C:14](=[CH:15][CH:16]=[C:17]([CH3:20])[CH:18]=3)[C:13](=[O:21])[C:12]2=[O:22])[C:3]([OH:23])=[O:2])[CH2:10][CH2:9][CH2:8][CH2:7]1. The catalyst class is: 30. (2) Reactant: [H-].[Na+].[S:3]1(=[O:10])(=[O:9])[CH2:8][CH2:7][CH2:6][CH2:5][NH:4]1.Br[CH2:12][CH2:13][Cl:14]. Product: [Cl:14][CH2:13][CH2:12][N:4]1[CH2:5][CH2:6][CH2:7][CH2:8][S:3]1(=[O:10])=[O:9]. The catalyst class is: 9. (3) Reactant: [CH2:1]([O:8][C:9]([C:11]1[C:19]2[C:14](=[CH:15][CH:16]=[CH:17][CH:18]=2)[NH:13][CH:12]=1)=[O:10])[C:2]1[CH:7]=[CH:6][CH:5]=[CH:4][CH:3]=1.[H-].[Na+].ClS([N:26]=[C:27]=[O:28])(=O)=O.C(O)(=O)C. Product: [CH2:1]([O:8][C:9]([C:11]1[C:19]2[C:14](=[CH:15][CH:16]=[CH:17][CH:18]=2)[N:13]([C:27](=[O:28])[NH2:26])[CH:12]=1)=[O:10])[C:2]1[CH:7]=[CH:6][CH:5]=[CH:4][CH:3]=1. The catalyst class is: 20. (4) Reactant: Br[C:2]1[C:11]2[C:6](=[CH:7][CH:8]=[CH:9][CH:10]=2)[CH:5]=[CH:4][CH:3]=1.[Mg].II.[Si:15](Cl)([Cl:18])([Cl:17])[Cl:16]. Product: [C:2]1([Si:15]([Cl:18])([Cl:17])[Cl:16])[C:11]2[C:6](=[CH:7][CH:8]=[CH:9][CH:10]=2)[CH:5]=[CH:4][CH:3]=1. The catalyst class is: 1. (5) Reactant: C(OC([N:6]1[C:35]2[C:30](=[CH:31][CH:32]=[C:33]([Cl:36])[CH:34]=2)[C@@:8]2([C@H:13]([C:14]3[CH:19]=[CH:18][CH:17]=[C:16]([Cl:20])[CH:15]=3)[CH2:12][C:11](=[O:21])[NH:10][C@@H:9]2[C:22]2[C:27]([CH3:28])=[CH:26][CH:25]=[CH:24][C:23]=2[CH3:29])[C:7]1=[O:37])=O)C.[OH-].[Na+]. Product: [Cl:36][C:33]1[CH:34]=[C:35]2[NH:6][C:7](=[O:37])[C:8]3([CH:13]([C:14]4[CH:19]=[CH:18][CH:17]=[C:16]([Cl:20])[CH:15]=4)[CH2:12][C:11](=[O:21])[NH:10][CH:9]3[C:22]3[C:23]([CH3:29])=[CH:24][CH:25]=[CH:26][C:27]=3[CH3:28])[C:30]2=[CH:31][CH:32]=1. The catalyst class is: 5. (6) Reactant: [C:1]([O-:4])([O-])=[O:2].[Cs+].[Cs+].Cl[C:8]1[N:13]=[C:12]([O:14][CH3:15])[N:11]=[C:10]([NH:16][CH2:17][CH2:18][C:19]2[CH:24]=[CH:23][C:22]([Cl:25])=[CH:21][C:20]=2[Cl:26])[CH:9]=1.C(C(OB([C:34]1[CH:39]=[CH:38][CH:37]=[CH:36][CH:35]=1)O)=O)C.CO[CH2:42][CH2:43]OC. Product: [CH2:42]([O:4][C:1](=[O:2])[C:34]1[CH:39]=[CH:38][CH:37]=[C:36]([C:8]2[CH:9]=[C:10]([NH:16][CH2:17][CH2:18][C:19]3[CH:24]=[CH:23][C:22]([Cl:25])=[CH:21][C:20]=3[Cl:26])[N:11]=[C:12]([O:14][CH3:15])[N:13]=2)[CH:35]=1)[CH3:43]. The catalyst class is: 257. (7) Reactant: [CH3:1][C:2]1[C:7]([C:8](=[O:11])[CH2:9][CH3:10])=[CH:6][CH:5]=[C:4]([CH3:12])[N:3]=1.[BrH:13].BrBr. Product: [Br:13][CH:9]([CH3:10])[C:8]([C:7]1[C:2]([CH3:1])=[N:3][C:4]([CH3:12])=[CH:5][CH:6]=1)=[O:11]. The catalyst class is: 15. (8) Product: [Cl:31][CH2:32][CH2:33][CH2:34][O:35][C:36]1[CH:41]=[CH:40][C:39]([C:42]2[S:43][C:14]3[CH2:13][N:12]([S:15]([N:18]4[CH2:19][CH2:20][O:21][CH2:22][CH2:23]4)(=[O:16])=[O:17])[CH2:11][CH2:44][C:49]=3[N:50]=2)=[CH:38][CH:37]=1. Reactant: FC(F)(F)S([O-])(=O)=O.C[N+]1[CH:14]=[CH:13][N:12]([S:15]([N:18]2[CH2:23][CH2:22][O:21][CH2:20][CH2:19]2)(=[O:17])=[O:16])[CH:11]=1.C(N(CC)CC)C.[Cl:31][CH2:32][CH2:33][CH2:34][O:35][C:36]1[CH:41]=[CH:40][C:39]([C:42]2[S:43][C:44]3CNCC[C:49]=3[N:50]=2)=[CH:38][CH:37]=1. The catalyst class is: 10. (9) Product: [NH2:18][C:15]1[CH:14]=[CH:13][C:12]([C:11]([NH:20][CH:21]2[CH2:26][CH2:25][N:24]([CH2:27][CH3:28])[CH2:23][CH2:22]2)=[O:19])=[CH:17][CH:16]=1. The catalyst class is: 7. Reactant: N1(O[C:11](=[O:19])[C:12]2[CH:17]=[CH:16][C:15]([NH2:18])=[CH:14][CH:13]=2)C2C=CC=CC=2N=N1.[NH2:20][CH:21]1[CH2:26][CH2:25][N:24]([CH2:27][CH3:28])[CH2:23][CH2:22]1.C(N(CC)CC)C.